This data is from Full USPTO retrosynthesis dataset with 1.9M reactions from patents (1976-2016). The task is: Predict the reactants needed to synthesize the given product. (1) Given the product [NH:1]1[CH2:5][CH2:4][CH:3]([CH2:6][CH2:7][CH2:8][OH:9])[CH2:2]1, predict the reactants needed to synthesize it. The reactants are: [NH:1]1[CH:5]=[CH:4][C:3]([CH2:6][CH2:7][CH2:8][OH:9])=[CH:2]1. (2) Given the product [ClH:19].[NH2:1][C@@H:4]([CH:7]([C:12]1[CH:13]=[CH:14][C:15]([F:18])=[CH:16][CH:17]=1)[C:8]([F:9])([F:10])[F:11])[CH2:5][OH:6], predict the reactants needed to synthesize it. The reactants are: [N:1]([C@@H:4]([CH:7]([C:12]1[CH:17]=[CH:16][C:15]([F:18])=[CH:14][CH:13]=1)[C:8]([F:11])([F:10])[F:9])[CH2:5][OH:6])=[N+]=[N-].[ClH:19]. (3) Given the product [OH:3][C:4]1[NH:21][N:20]=[C:6]([C:8]2[CH:13]=[CH:12][C:11]([O:14][CH:15]([CH3:17])[CH3:16])=[C:10]([CH3:18])[CH:9]=2)[CH:5]=1, predict the reactants needed to synthesize it. The reactants are: C([O:3][C:4](=O)[CH2:5][C:6]([C:8]1[CH:13]=[CH:12][C:11]([O:14][CH:15]([CH3:17])[CH3:16])=[C:10]([CH3:18])[CH:9]=1)=O)C.[NH2:20][NH2:21]. (4) Given the product [Br:1][C:2]1[C:6]([N+:7]([O-:9])=[O:8])=[C:5]([Br:10])[N:4]([CH2:20][CH2:21][OH:22])[N:3]=1, predict the reactants needed to synthesize it. The reactants are: [Br:1][C:2]1[C:6]([N+:7]([O-:9])=[O:8])=[C:5]([Br:10])[NH:4][N:3]=1.[H-].[Na+].CCCCCC.Br[CH2:20][CH2:21][OH:22].